This data is from Full USPTO retrosynthesis dataset with 1.9M reactions from patents (1976-2016). The task is: Predict the reactants needed to synthesize the given product. (1) Given the product [F:1][C:2]1[CH:16]=[CH:15][CH:14]=[CH:13][C:3]=1[O:4][C:5]1[CH:12]=[CH:11][C:8]([CH2:9][NH2:10])=[CH:7][CH:6]=1, predict the reactants needed to synthesize it. The reactants are: [F:1][C:2]1[CH:16]=[CH:15][CH:14]=[CH:13][C:3]=1[O:4][C:5]1[CH:12]=[CH:11][C:8]([C:9]#[N:10])=[CH:7][CH:6]=1.C(O)C.N. (2) Given the product [NH2:22][C:17]1[N:16]=[C:15]([NH2:23])[C:14]2[C:19](=[N:20][CH:21]=[C:12]([CH2:11][N:10]([CH3:33])[C:7]3[CH:8]=[CH:9][C:4]([C:3]([O:2][CH3:1])=[O:30])=[C:5]([O:24][CH2:25][C:26]([O:28][CH3:29])=[O:27])[CH:6]=3)[N:13]=2)[N:18]=1, predict the reactants needed to synthesize it. The reactants are: [CH3:1][O:2][C:3](=[O:30])[C:4]1[CH:9]=[CH:8][C:7]([NH:10][CH2:11][C:12]2[N:13]=[C:14]3[C:19](=[N:20][CH:21]=2)[N:18]=[C:17]([NH2:22])[N:16]=[C:15]3[NH2:23])=[CH:6][C:5]=1[O:24][CH2:25][C:26]([O:28][CH3:29])=[O:27].C=O.[C:33]([BH3-])#N.[Na+].Cl. (3) Given the product [Cl:1][C:2]1[CH:3]=[CH:4][C:5]2[N:11]3[CH:12]=[CH:13][CH:14]=[C:10]3[C@H:9]([CH2:15][C:16]([N:18]3[CH2:23][CH2:22][CH2:21][C@H:20]([C:24]([OH:26])=[O:25])[CH2:19]3)=[O:17])[O:8][C@@H:7]([C:29]3[CH:34]=[CH:33][CH:32]=[C:31]([O:35][CH3:36])[C:30]=3[O:37][CH3:38])[C:6]=2[CH:39]=1, predict the reactants needed to synthesize it. The reactants are: [Cl:1][C:2]1[CH:3]=[CH:4][C:5]2[N:11]3[CH:12]=[CH:13][CH:14]=[C:10]3[C@H:9]([CH2:15][C:16]([N:18]3[CH2:23][CH2:22][CH2:21][C@H:20]([C:24]([O:26]CC)=[O:25])[CH2:19]3)=[O:17])[O:8][C@@H:7]([C:29]3[CH:34]=[CH:33][CH:32]=[C:31]([O:35][CH3:36])[C:30]=3[O:37][CH3:38])[C:6]=2[CH:39]=1.C(=O)([O-])[O-].[K+].[K+].Cl.C(OCC)(=O)C. (4) Given the product [OH:1][CH2:2][CH2:3][CH:4]1[C:9]2[S:10][C:11]([C:13]([NH2:15])=[O:14])=[C:12]([CH3:17])[C:8]=2[CH2:7][CH2:6][O:5]1, predict the reactants needed to synthesize it. The reactants are: [OH:1][CH2:2][CH2:3][CH:4]1[C:9]2[S:10][C:11]([C:13]([NH2:15])=[O:14])=[CH:12][C:8]=2[CH2:7][CH2:6][O:5]1.[Si](OCCC1C2SC(C(O)=O)=C(C)C=2CCO1)(C(C)(C)C)(C)[CH3:17]. (5) Given the product [CH3:28][C:3]1([CH3:29])[CH:2]([C:30]2[C:39]3[C:34](=[CH:35][CH:36]=[CH:37][CH:38]=3)[CH:33]=[CH:32][CH:31]=2)[C:6]2[C:7]([CH3:27])=[C:8]([N:13]3[CH2:14][CH2:15][N:16]([C:19]4[CH:20]=[CH:21][C:22]([O:25][CH3:26])=[CH:23][CH:24]=4)[CH2:17][CH2:18]3)[C:9]([CH3:12])=[C:10]([CH3:11])[C:5]=2[O:4]1, predict the reactants needed to synthesize it. The reactants are: O[C:2]1([C:30]2[C:39]3[C:34](=[CH:35][CH:36]=[CH:37][CH:38]=3)[CH:33]=[CH:32][CH:31]=2)[C:6]2[C:7]([CH3:27])=[C:8]([N:13]3[CH2:18][CH2:17][N:16]([C:19]4[CH:24]=[CH:23][C:22]([O:25][CH3:26])=[CH:21][CH:20]=4)[CH2:15][CH2:14]3)[C:9]([CH3:12])=[C:10]([CH3:11])[C:5]=2[O:4][C:3]1([CH3:29])[CH3:28]. (6) Given the product [C:1]([O:5][C:6](=[O:25])[NH:7][C:8]1[CH:13]=[C:12]([O:14][CH2:15][C:16]([F:18])([F:17])[F:19])[C:11]([C:20]([F:22])([F:23])[F:21])=[CH:10][C:9]=1[NH:24][C:31](=[O:30])[CH2:32][C:33]([C:35]1[CH:40]=[CH:39][CH:38]=[C:37]([C:41]2[CH:42]=[N:43][C:44]([CH:47]3[CH2:48][CH2:49]3)=[CH:45][CH:46]=2)[CH:36]=1)=[O:34])([CH3:4])([CH3:2])[CH3:3], predict the reactants needed to synthesize it. The reactants are: [C:1]([O:5][C:6](=[O:25])[NH:7][C:8]1[CH:13]=[C:12]([O:14][CH2:15][C:16]([F:19])([F:18])[F:17])[C:11]([C:20]([F:23])([F:22])[F:21])=[CH:10][C:9]=1[NH2:24])([CH3:4])([CH3:3])[CH3:2].C([O:30][C:31](=O)[CH2:32][C:33]([C:35]1[CH:40]=[CH:39][CH:38]=[C:37]([C:41]2[CH:42]=[N:43][C:44]([CH:47]3[CH2:49][CH2:48]3)=[CH:45][CH:46]=2)[CH:36]=1)=[O:34])(C)(C)C.